Dataset: Full USPTO retrosynthesis dataset with 1.9M reactions from patents (1976-2016). Task: Predict the reactants needed to synthesize the given product. Given the product [C:1]([O:5][C:6](=[O:26])[CH2:7][N:8]1[C:16]2[C:11](=[CH:12][C:13]([CH2:17][CH2:18][C:19]3[N:24]=[CH:23][CH:22]=[CH:21][N:20]=3)=[CH:14][CH:15]=2)[C:10]([C:32](=[O:34])[CH3:33])=[N:9]1)([CH3:4])([CH3:3])[CH3:2], predict the reactants needed to synthesize it. The reactants are: [C:1]([O:5][C:6](=[O:26])[CH2:7][N:8]1[C:16]2[C:11](=[CH:12][C:13]([CH2:17][CH2:18][C:19]3[N:24]=[CH:23][CH:22]=[CH:21][N:20]=3)=[CH:14][CH:15]=2)[C:10](Br)=[N:9]1)([CH3:4])([CH3:3])[CH3:2].C([Sn](CCCC)(CCCC)[C:32]([O:34]CC)=[CH2:33])CCC.O.